This data is from Full USPTO retrosynthesis dataset with 1.9M reactions from patents (1976-2016). The task is: Predict the reactants needed to synthesize the given product. (1) The reactants are: C[C:2]1[CH:7]=[C:6](C2N=C(C)ON=2)[CH:5]=[CH:4][C:3]=1[C:14]1[CH:19]=[CH:18][C:17](C(O)=O)=[CH:16][CH:15]=1.C([N:25](CC)CC)C.CS(Cl)(=O)=O.C[N:36]([CH:38]=[O:39])C. Given the product [NH2:25][C:6]1[CH:5]=[CH:4][C:3]([C:14]2[CH:19]=[CH:18][C:17]([C:38]([NH2:36])=[O:39])=[CH:16][CH:15]=2)=[CH:2][CH:7]=1, predict the reactants needed to synthesize it. (2) Given the product [CH2:31]([O:33][C:34](=[O:39])[C:35]([N:27]1[CH2:28][CH2:29][CH:24]([C:22]2[CH:21]=[CH:20][C:17]3[C:18]4[N:12]([CH2:13][CH2:14][O:15][C:16]=3[CH:23]=2)[CH:11]=[C:10]([C:9]2[N:5]([CH:2]([CH3:4])[CH3:3])[N:6]=[C:7]([CH3:30])[N:8]=2)[N:19]=4)[CH2:25][CH2:26]1)([CH3:37])[CH3:36])[CH3:32], predict the reactants needed to synthesize it. The reactants are: Cl.[CH:2]([N:5]1[C:9]([C:10]2[N:19]=[C:18]3[N:12]([CH2:13][CH2:14][O:15][C:16]4[CH:23]=[C:22]([CH:24]5[CH2:29][CH2:28][NH:27][CH2:26][CH2:25]5)[CH:21]=[CH:20][C:17]=43)[CH:11]=2)=[N:8][C:7]([CH3:30])=[N:6]1)([CH3:4])[CH3:3].[CH2:31]([O:33][C:34](=[O:39])[C:35](Br)([CH3:37])[CH3:36])[CH3:32].C(=O)([O-])[O-].[Cs+].[Cs+]. (3) The reactants are: BrCBr.[C:4](Cl)(=[O:6])[CH3:5].[CH3:8][C:9](=[CH:11][CH2:12][CH2:13]/[C:14](=[CH:16]/CO)/[CH3:15])[CH3:10].OC/[CH:16]=[C:14](/[CH3:15])\[CH2:13][CH2:12][CH:11]=[C:9]([CH3:10])[CH3:8].[Cl-].[NH4+]. Given the product [CH3:15][C:14]1([CH2:13][CH2:12][CH:11]=[C:9]([CH3:10])[CH3:8])[CH2:16][CH:5]1[CH2:4][OH:6], predict the reactants needed to synthesize it. (4) Given the product [NH2:17][C:16]1[N:8]([C:4]2[CH:5]=[CH:6][CH:7]=[C:2]([F:1])[CH:3]=2)[C:9](=[S:10])[NH:11][C:19](=[O:20])[CH:18]=1, predict the reactants needed to synthesize it. The reactants are: [F:1][C:2]1[CH:3]=[C:4]([NH:8][C:9]([NH2:11])=[S:10])[CH:5]=[CH:6][CH:7]=1.[O-]CC.[Na+].[C:16]([CH2:18][C:19](OCC)=[O:20])#[N:17]. (5) Given the product [Br:18][CH2:12][CH2:11][CH2:10][NH:9][C:7]([C:2]1[CH:3]=[CH:4][CH:5]=[CH:6][N:1]=1)=[O:8], predict the reactants needed to synthesize it. The reactants are: [N:1]1[CH:6]=[CH:5][CH:4]=[CH:3][C:2]=1[C:7]([NH:9][CH2:10][CH2:11][CH2:12]OS(C)(=O)=O)=[O:8].[Br-:18].[Li+]. (6) The reactants are: [C:1](OC(=O)C)(=[O:3])[CH3:2].[NH2:8][C:9]1[N:14]=[C:13]([C:15]#[C:16][C:17]2[C:18]([NH:23][C:24]3[CH:29]=[CH:28][C:27]([O:30][CH2:31][C:32]4[CH:37]=[CH:36][CH:35]=[C:34]([F:38])[CH:33]=4)=[C:26]([Cl:39])[CH:25]=3)=[N:19][CH:20]=[N:21][CH:22]=2)[CH:12]=[CH:11][CH:10]=1.C([O-])(O)=O.[Na+]. Given the product [Cl:39][C:26]1[CH:25]=[C:24]([CH:29]=[CH:28][C:27]=1[O:30][CH2:31][C:32]1[CH:37]=[CH:36][CH:35]=[C:34]([F:38])[CH:33]=1)[NH:23][C:18]1[C:17]([C:16]#[C:15][C:13]2[N:14]=[C:9]([NH:8][C:1](=[O:3])[CH3:2])[CH:10]=[CH:11][CH:12]=2)=[CH:22][N:21]=[CH:20][N:19]=1, predict the reactants needed to synthesize it. (7) Given the product [NH2:1][C:4]1[CH:5]=[CH:6][C:7]2[NH:12][C:11](=[O:13])[CH2:10][O:9][C:8]=2[CH:14]=1, predict the reactants needed to synthesize it. The reactants are: [N+:1]([C:4]1[CH:5]=[CH:6][C:7]2[NH:12][C:11](=[O:13])[CH2:10][O:9][C:8]=2[CH:14]=1)([O-])=O.CCOC(C)=O.